This data is from Reaction yield outcomes from USPTO patents with 853,638 reactions. The task is: Predict the reaction yield, written as a fraction of the theoretical maximum amount of product (1.0 means a 100% yield; for example, 0.34 means a 34% yield). (1) The reactants are [CH2:1]([N:5]([CH2:15][CH2:16][CH2:17][CH3:18])[C:6]([C:8]1[C:12]([Cl:13])=[C:11]([CH3:14])[NH:10][N:9]=1)=[O:7])[CH2:2][CH2:3][CH3:4].F[C:20]1[CH:27]=[CH:26][C:25]([O:28][CH3:29])=[CH:24][C:21]=1[C:22]#[N:23].C(=O)([O-])[O-].[Cs+].[Cs+]. The catalyst is CN(C)C=O. The product is [CH2:1]([N:5]([CH2:15][CH2:16][CH2:17][CH3:18])[C:6]([C:8]1[C:12]([Cl:13])=[C:11]([CH3:14])[N:10]([C:20]2[CH:27]=[CH:26][C:25]([O:28][CH3:29])=[CH:24][C:21]=2[C:22]#[N:23])[N:9]=1)=[O:7])[CH2:2][CH2:3][CH3:4]. The yield is 0.590. (2) The reactants are [CH2:1]([Sn](CCCC)(CCCC)CCCC)[CH:2]=[CH2:3].I[C:18]1[CH:25]=[CH:24][C:21]([C:22]#[N:23])=[CH:20][CH:19]=1.[F-].[K+]. The catalyst is O1CCOCC1.C(OCC)C.C1C=CC([P]([Pd]([P](C2C=CC=CC=2)(C2C=CC=CC=2)C2C=CC=CC=2)([P](C2C=CC=CC=2)(C2C=CC=CC=2)C2C=CC=CC=2)[P](C2C=CC=CC=2)(C2C=CC=CC=2)C2C=CC=CC=2)(C2C=CC=CC=2)C2C=CC=CC=2)=CC=1.[Cu]I. The product is [CH2:3]([C:18]1[CH:25]=[CH:24][C:21]([C:22]#[N:23])=[CH:20][CH:19]=1)[CH:2]=[CH2:1]. The yield is 0.700. (3) The reactants are C(OC(=O)[NH:7][CH:8]1[CH2:13][CH2:12][C:11]([F:15])([F:14])[CH2:10][CH2:9]1)(C)(C)C. The catalyst is CCOCC.Cl. The product is [F:14][C:11]1([F:15])[CH2:12][CH2:13][CH:8]([NH2:7])[CH2:9][CH2:10]1. The yield is 0.670. (4) The reactants are [N:1]1[C:2]([C:15]2[N:19]([CH:20]([CH3:22])[CH3:21])[N:18]=[C:17]([CH:23]=O)[N:16]=2)=[CH:3][N:4]2[C:10]=1[C:9]1[CH:11]=[CH:12][CH:13]=[CH:14][C:8]=1[O:7][CH2:6][CH2:5]2.Cl.[CH3:26][NH:27][CH3:28].C(O[BH-](OC(=O)C)OC(=O)C)(=O)C.[Na+]. The catalyst is C(O)(=O)C.C1COCC1.C(Cl)Cl. The product is [N:1]1[C:2]([C:15]2[N:19]([CH:20]([CH3:21])[CH3:22])[N:18]=[C:17]([CH2:23][N:27]([CH3:28])[CH3:26])[N:16]=2)=[CH:3][N:4]2[C:10]=1[C:9]1[CH:11]=[CH:12][CH:13]=[CH:14][C:8]=1[O:7][CH2:6][CH2:5]2. The yield is 0.140. (5) The reactants are [CH2:1]([C@H:3]1[C@@H:7]([N:8]2[C:12]3=[C:13]4[CH:19]=[CH:18][N:17](S(C5C=CC(C)=CC=5)(=O)=O)[C:14]4=[N:15][CH:16]=[C:11]3[N:10]=[CH:9]2)[CH2:6][C@@H:5]([NH:30][S:31]([CH:34]2[CH2:36][CH2:35]2)(=[O:33])=[O:32])[CH2:4]1)[CH3:2].[OH-].[Na+].Cl. The catalyst is O1CCOCC1.CCOC(C)=O.O. The product is [CH2:1]([C@H:3]1[C@@H:7]([N:8]2[C:12]3=[C:13]4[CH:19]=[CH:18][NH:17][C:14]4=[N:15][CH:16]=[C:11]3[N:10]=[CH:9]2)[CH2:6][C@@H:5]([NH:30][S:31]([CH:34]2[CH2:36][CH2:35]2)(=[O:33])=[O:32])[CH2:4]1)[CH3:2]. The yield is 0.450. (6) The reactants are [CH3:1][C:2]1([C:21]2[S:22][CH:23]=[CH:24][CH:25]=2)[C:8]2[CH:9]=[C:10]([C:13]3[NH:17][C:16]([C:18]#[N:19])=[CH:15][CH:14]=3)[CH:11]=[CH:12][C:7]=2[NH:6][C:5](=[O:20])[CH2:4][O:3]1.[C:26](=O)([O-])[O-].[K+].[K+].IC.C(OCC)(=O)C. The catalyst is CN(C=O)C.[Cl-].[Na+].O. The product is [CH3:26][N:17]1[C:13]([C:10]2[CH:11]=[CH:12][C:7]3[NH:6][C:5](=[O:20])[CH2:4][O:3][C:2]([CH3:1])([C:21]4[S:22][CH:23]=[CH:24][CH:25]=4)[C:8]=3[CH:9]=2)=[CH:14][CH:15]=[C:16]1[C:18]#[N:19]. The yield is 0.220. (7) The reactants are [N+:1]([C:4]1[CH:9]=[CH:8][C:7]([C:10]2[O:11][C:12]3[CH:17]=[CH:16][N:15]=[CH:14][C:13]=3[N:18]=2)=[CH:6][CH:5]=1)([O-])=O.[NH4+].[Cl-].C(OCC)(=O)C.CCN(CC)CC. The catalyst is CO.O.[Fe]. The product is [O:11]1[C:12]2[CH:17]=[CH:16][N:15]=[CH:14][C:13]=2[N:18]=[C:10]1[C:7]1[CH:6]=[CH:5][C:4]([NH2:1])=[CH:9][CH:8]=1. The yield is 0.620.